Dataset: Catalyst prediction with 721,799 reactions and 888 catalyst types from USPTO. Task: Predict which catalyst facilitates the given reaction. (1) Reactant: [C:1](OC(=O)C)(=[O:3])[CH3:2].[NH2:8][CH2:9][CH:10]1[O:14][C:13](=[O:15])[N:12]([C:16]2[CH:17]=[C:18]3[C:22](=[CH:23][CH:24]=2)[N:21]([CH:25]2[CH2:27][CH2:26]2)[C:20](=[O:28])[CH2:19]3)[CH2:11]1.C(N(CC)C(C)C)(C)C. Product: [CH:25]1([N:21]2[C:22]3[C:18](=[CH:17][C:16]([N:12]4[CH2:11][C@H:10]([CH2:9][NH:8][C:1](=[O:3])[CH3:2])[O:14][C:13]4=[O:15])=[CH:24][CH:23]=3)[CH2:19][C:20]2=[O:28])[CH2:27][CH2:26]1. The catalyst class is: 4. (2) Reactant: [CH3:1][C:2]1[CH:7]=[CH:6][C:5]([C:8]2[O:9][C:10]([CH3:13])=[N:11][N:12]=2)=[CH:4][C:3]=1[C:14]1[CH:19]=[CH:18][C:17]([C:20]([OH:22])=O)=[CH:16][CH:15]=1.C1C=CC2N(O)N=NC=2C=1.Cl.CN(C)CCCN=C=NCC.[CH3:45][CH:46]([CH2:49][CH3:50])[CH2:47][NH2:48]. Product: [CH3:1][C:2]1[CH:7]=[CH:6][C:5]([C:8]2[O:9][C:10]([CH3:13])=[N:11][N:12]=2)=[CH:4][C:3]=1[C:14]1[CH:19]=[CH:18][C:17]([C:20]([NH:48][CH2:47][CH:46]([CH3:45])[CH2:49][CH3:50])=[O:22])=[CH:16][CH:15]=1. The catalyst class is: 3.